From a dataset of Forward reaction prediction with 1.9M reactions from USPTO patents (1976-2016). Predict the product of the given reaction. Given the reactants C([Si](C)(C)[O:6][C@H:7]([C:41]1[CH:50]=[CH:49][C:48]([OH:51])=[C:47]2[C:42]=1[CH:43]=[CH:44][C:45](=[O:52])[NH:46]2)[CH2:8][NH:9][CH2:10][CH2:11][CH2:12][CH2:13][CH2:14][CH2:15][CH2:16][CH2:17][CH2:18][N:19]([CH2:21][C:22]1[O:26][C:25]([C:27]([CH:35]2[CH2:40][CH2:39][CH2:38][CH2:37][CH2:36]2)([OH:34])[C:28]2[CH:33]=[CH:32][CH:31]=[CH:30][CH:29]=2)=[N:24][CH:23]=1)[CH3:20])(C)(C)C.F.F.F.C(N(CC)CC)C.C([O-])(O)=O.[Na+], predict the reaction product. The product is: [CH:35]1([C:27]([OH:34])([C:28]2[CH:29]=[CH:30][CH:31]=[CH:32][CH:33]=2)[C:25]2[O:26][C:22]([CH2:21][N:19]([CH3:20])[CH2:18][CH2:17][CH2:16][CH2:15][CH2:14][CH2:13][CH2:12][CH2:11][CH2:10][NH:9][CH2:8][C@@H:7]([C:41]3[CH:50]=[CH:49][C:48]([OH:51])=[C:47]4[C:42]=3[CH:43]=[CH:44][C:45](=[O:52])[NH:46]4)[OH:6])=[CH:23][N:24]=2)[CH2:36][CH2:37][CH2:38][CH2:39][CH2:40]1.